This data is from Full USPTO retrosynthesis dataset with 1.9M reactions from patents (1976-2016). The task is: Predict the reactants needed to synthesize the given product. Given the product [Br:1][C:2]1[C:3]([OH:21])=[C:4]([Cl:29])[C:5]2[C:10]([CH:11]=1)=[CH:9][C:8]([C:12]1[CH:13]=[CH:14][C:15]([O:18][CH3:19])=[CH:16][CH:17]=1)=[CH:7][C:6]=2[Cl:20], predict the reactants needed to synthesize it. The reactants are: [Br:1][C:2]1[C:3]([OH:21])=[CH:4][C:5]2[C:10]([CH:11]=1)=[CH:9][C:8]([C:12]1[CH:17]=[CH:16][C:15]([O:18][CH3:19])=[CH:14][CH:13]=1)=[CH:7][C:6]=2[Cl:20].C1C(=O)N([Cl:29])C(=O)C1.